Dataset: Forward reaction prediction with 1.9M reactions from USPTO patents (1976-2016). Task: Predict the product of the given reaction. (1) Given the reactants [NH2:1][C:2]1[CH:10]=[C:9]([Cl:11])[CH:8]=[CH:7][C:3]=1[C:4]([OH:6])=[O:5].FC1C=CC=CC=1C(Cl)=O.[CH3:22][O:23][C:24]1[CH:32]=[CH:31][CH:30]=[CH:29][C:25]=1[C:26](Cl)=O, predict the reaction product. The product is: [Cl:11][C:9]1[CH:8]=[CH:7][C:3]2[C:4](=[O:6])[O:5][C:26]([C:25]3[CH:29]=[CH:30][CH:31]=[CH:32][C:24]=3[O:23][CH3:22])=[N:1][C:2]=2[CH:10]=1. (2) The product is: [CH2:1]([O:8][C:9]([N:11]1[CH2:20][CH2:19][C:18]2[C:13](=[CH:14][C:15]([CH2:21][N:22]3[CH2:26][CH2:25][CH:24]([NH:27][S:59]([C:57]4[S:56][C:55]5[CH:63]=[C:51]([Cl:50])[CH:52]=[CH:53][C:54]=5[CH:58]=4)(=[O:61])=[O:60])[C:23]3=[O:35])=[CH:16][CH:17]=2)[CH2:12]1)=[O:10])[C:2]1[CH:7]=[CH:6][CH:5]=[CH:4][CH:3]=1. Given the reactants [CH2:1]([O:8][C:9]([N:11]1[CH2:20][CH2:19][C:18]2[C:13](=[CH:14][C:15]([CH2:21][N:22]3[CH2:26][CH2:25][CH:24]([NH:27]C(OC(C)(C)C)=O)[C:23]3=[O:35])=[CH:16][CH:17]=2)[CH2:12]1)=[O:10])[C:2]1[CH:7]=[CH:6][CH:5]=[CH:4][CH:3]=1.C(O)(C(F)(F)F)=O.CCN(CC)CC.[Cl:50][C:51]1[CH:52]=[CH:53][C:54]2[CH:58]=[C:57]([S:59](Cl)(=[O:61])=[O:60])[S:56][C:55]=2[CH:63]=1, predict the reaction product. (3) The product is: [F:68][C:69]1([F:75])[CH2:74][CH2:73][N:72]([C:2]2[C:7]3=[N:8][C:9]([C:12]([O:14][CH3:15])=[O:13])=[CH:10][N:11]=[C:6]3[CH:5]=[N:4][CH:3]=2)[CH2:71][CH2:70]1. Given the reactants Br[C:2]1[C:7]2=[N:8][C:9]([C:12]([O:14][CH3:15])=[O:13])=[CH:10][N:11]=[C:6]2[CH:5]=[N:4][CH:3]=1.C(=O)([O-])[O-].[Cs+].[Cs+].C1(P(C2C=CC=CC=2)C2C=CC3C(=CC=CC=3)C=2C2C3C(=CC=CC=3)C=CC=2P(C2C=CC=CC=2)C2C=CC=CC=2)C=CC=CC=1.[F:68][C:69]1([F:75])[CH2:74][CH2:73][NH:72][CH2:71][CH2:70]1, predict the reaction product. (4) Given the reactants F[C:2]1[C:3]([N+:8]([O-:10])=[O:9])=[N:4][CH:5]=[CH:6][CH:7]=1.[CH2:11]([C:13]1[CH:18]=[CH:17][C:16]([OH:19])=[C:15]([O:20][CH3:21])[CH:14]=1)[CH3:12].[OH-].[K+], predict the reaction product. The product is: [CH2:11]([C:13]1[CH:18]=[CH:17][C:16]([O:19][C:2]2[C:3]([N+:8]([O-:10])=[O:9])=[N:4][CH:5]=[CH:6][CH:7]=2)=[C:15]([O:20][CH3:21])[CH:14]=1)[CH3:12]. (5) Given the reactants [Br:1][C:2]1[CH:18]=[CH:17][C:5]2[CH:6]=[CH:7][C:8]3[CH:15]=[C:14]([Cl:16])[CH:13]=[CH:12][C:9]=3[NH:10][CH2:11][C:4]=2[CH:3]=1.[C:19](OC(=O)C)(=[O:21])[CH3:20], predict the reaction product. The product is: [Br:1][C:2]1[CH:18]=[CH:17][C:5]2[CH:6]=[CH:7][C:8]3[CH:15]=[C:14]([Cl:16])[CH:13]=[CH:12][C:9]=3[N:10]([C:19](=[O:21])[CH3:20])[CH2:11][C:4]=2[CH:3]=1. (6) Given the reactants [CH2:1]([C:4]1[CH:44]=[C:43]([F:45])[CH:42]=[CH:41][C:5]=1[CH2:6][O:7][CH2:8][C:9]1[CH:40]=[C:12]2[N:13]=[C:14]([CH3:39])[C:15]([C@H:28]([O:34][C:35]([CH3:38])([CH3:37])[CH3:36])[C:29]([O:31][CH2:32][CH3:33])=[O:30])=[C:16]([N:17]3[CH2:22][CH2:21][C:20]([O:24][CH2:25][CH:26]=[CH2:27])([CH3:23])[CH2:19][CH2:18]3)[N:11]2[N:10]=1)C=C.[BH4-].[Na+], predict the reaction product. The product is: [C:35]([O:34][C@@H:28]([C:15]1[C:14]([CH3:39])=[N:13][C:12]2=[CH:40][C:9]3=[N:10][N:11]2[C:16]=1[N:17]1[CH2:22][CH2:21][C:20]([CH3:23])([O:24][CH2:25][CH2:26][CH2:27][CH2:1][C:4]2[CH:44]=[C:43]([F:45])[CH:42]=[CH:41][C:5]=2[CH2:6][O:7][CH2:8]3)[CH2:19][CH2:18]1)[C:29]([O:31][CH2:32][CH3:33])=[O:30])([CH3:37])([CH3:38])[CH3:36]. (7) Given the reactants [Br:1][C:2]1[CH:3]=[C:4]([Cl:13])[C:5]([CH:8]([OH:12])CC=C)=[N:6][CH:7]=1.C[N+]1([O-])CC[O:18]CC1.[CH3:22][C:23]([CH3:25])=[O:24], predict the reaction product. The product is: [Br:1][C:2]1[CH:3]=[C:4]([Cl:13])[C:5]([CH:8]([OH:12])[CH2:22][CH:23]([OH:24])[CH2:25][OH:18])=[N:6][CH:7]=1.